This data is from Forward reaction prediction with 1.9M reactions from USPTO patents (1976-2016). The task is: Predict the product of the given reaction. (1) The product is: [C:8]1([S:14]([N:17]2[C:25]3[C:20](=[CH:21][C:22]([C:5](=[O:7])[CH3:6])=[CH:23][CH:24]=3)[CH2:19][CH2:18]2)(=[O:16])=[O:15])[CH:9]=[CH:10][CH:11]=[CH:12][CH:13]=1. Given the reactants C(O[C:5](=[O:7])[CH3:6])(=O)C.[C:8]1([S:14]([N:17]2[C:25]3[C:20](=[CH:21][CH:22]=[CH:23][CH:24]=3)[CH2:19][CH2:18]2)(=[O:16])=[O:15])[CH:13]=[CH:12][CH:11]=[CH:10][CH:9]=1, predict the reaction product. (2) Given the reactants [C:1]([O:5][C:6](=[O:23])[CH2:7][CH2:8][CH2:9][CH2:10][O:11]/[N:12]=[N+:13](/[N:15]1[CH2:22][CH2:21][CH2:20][C@H:16]1[C:17]([OH:19])=[O:18])\[O-:14])([CH3:4])([CH3:3])[CH3:2].[CH2:24]1N(P(Cl)(N2C(=O)OCC2)=O)C(=O)O[CH2:25]1.C(N(CC)CC)C.C(O)C, predict the reaction product. The product is: [C:1]([O:5][C:6](=[O:23])[CH2:7][CH2:8][CH2:9][CH2:10][O:11]/[N:12]=[N+:13](/[N:15]1[CH2:22][CH2:21][CH2:20][C@H:16]1[C:17]([O:19][CH2:24][CH3:25])=[O:18])\[O-:14])([CH3:4])([CH3:2])[CH3:3]. (3) Given the reactants [OH:1][C:2]1[CH:9]=[CH:8][C:7]([O:10][C:11]([F:14])([F:13])[F:12])=[CH:6][C:3]=1[CH:4]=[O:5].C1C(=O)N([I:22])C(=O)C1.S([O-])([O-])(=O)=S.[Na+].[Na+], predict the reaction product. The product is: [OH:1][C:2]1[C:9]([I:22])=[CH:8][C:7]([O:10][C:11]([F:12])([F:13])[F:14])=[CH:6][C:3]=1[CH:4]=[O:5]. (4) Given the reactants [CH3:1][O:2][C:3]([C:5]1[CH:21]=[CH:20][C:8]([CH2:9][O:10][C:11]2[CH:19]=[CH:18][C:14]([C:15]([OH:17])=O)=[CH:13][CH:12]=2)=[CH:7][CH:6]=1)=[O:4].[C:22]([N:26]1[C:39]2[C:38](=[O:40])[CH2:37][C:31]3([CH2:36][CH2:35][NH:34][CH2:33][CH2:32]3)[CH2:30][C:29]=2[CH:28]=[N:27]1)([CH3:25])([CH3:24])[CH3:23].C(N(C(C)C)CC)(C)C.O.N1(O)C2C=CC=CC=2N=N1.C(N=C=NCCCN(C)C)C, predict the reaction product. The product is: [C:22]([N:26]1[C:39]2[C:38](=[O:40])[CH2:37][C:31]3([CH2:36][CH2:35][N:34]([C:15]([C:14]4[CH:13]=[CH:12][C:11]([O:10][CH2:9][C:8]5[CH:7]=[CH:6][C:5]([C:3]([O:2][CH3:1])=[O:4])=[CH:21][CH:20]=5)=[CH:19][CH:18]=4)=[O:17])[CH2:33][CH2:32]3)[CH2:30][C:29]=2[CH:28]=[N:27]1)([CH3:25])([CH3:23])[CH3:24]. (5) Given the reactants [Cl:1][C:2]1[CH:7]=[CH:6][CH:5]=[C:4]([Cl:8])[C:3]=1[OH:9].N1C=CC=CC=1.Cl[Si:17]([CH2:22][CH3:23])([CH2:20][CH3:21])[CH2:18][CH3:19].C(=O)([O-])O.[Na+], predict the reaction product. The product is: [Cl:1][C:2]1[CH:7]=[CH:6][CH:5]=[C:4]([Cl:8])[C:3]=1[O:9][Si:17]([CH2:22][CH3:23])([CH2:20][CH3:21])[CH2:18][CH3:19]. (6) Given the reactants [C:1]([O:5][C:6](=[O:20])[NH:7][CH2:8][C:9]([O:12][C:13]1[CH:18]=[CH:17][C:16](Br)=[CH:15][CH:14]=1)([CH3:11])[CH3:10])([CH3:4])([CH3:3])[CH3:2].[CH3:21][C:22]1([CH3:38])[C:26]([CH3:28])([CH3:27])[O:25][B:24]([B:24]2[O:25][C:26]([CH3:28])([CH3:27])[C:22]([CH3:38])([CH3:21])[O:23]2)[O:23]1.CC([O-])=O.[K+], predict the reaction product. The product is: [C:1]([O:5][C:6](=[O:20])[NH:7][CH2:8][C:9]([CH3:11])([O:12][C:13]1[CH:18]=[CH:17][C:16]([B:24]2[O:25][C:26]([CH3:28])([CH3:27])[C:22]([CH3:38])([CH3:21])[O:23]2)=[CH:15][CH:14]=1)[CH3:10])([CH3:4])([CH3:3])[CH3:2]. (7) The product is: [F:19][CH:2]([F:1])/[CH:3]=[CH:4]/[C:5]1([OH:18])[CH2:6][CH2:7][NH:8][CH2:9][CH2:10]1. Given the reactants [F:1][CH:2]([F:19])/[CH:3]=[CH:4]/[C:5]1([OH:18])[CH2:10][CH2:9][N:8](C(OC(C)(C)C)=O)[CH2:7][CH2:6]1, predict the reaction product. (8) Given the reactants [H-].[Na+].[Cl:3][C:4]1[C:13]2[C:8](=[C:9]([OH:14])[CH:10]=[CH:11][CH:12]=2)[N:7]=[C:6]([CH3:15])[CH:5]=1.[C:16]([NH:23][CH2:24][CH2:25]Br)([O:18][C:19]([CH3:22])([CH3:21])[CH3:20])=[O:17].[Na+].[Cl-], predict the reaction product. The product is: [C:19]([O:18][C:16](=[O:17])[NH:23][CH2:24][CH2:25][O:14][C:9]1[CH:10]=[CH:11][CH:12]=[C:13]2[C:8]=1[N:7]=[C:6]([CH3:15])[CH:5]=[C:4]2[Cl:3])([CH3:22])([CH3:21])[CH3:20]. (9) Given the reactants C(O[C:4](=[O:12])[CH2:5][C:6](=[O:11])[C:7]([CH3:10])([CH3:9])[CH3:8])C.[F:13][C:14]1[CH:15]=[C:16]([CH:19]=[CH:20][C:21]=1[F:22])[CH2:17][NH2:18], predict the reaction product. The product is: [F:13][C:14]1[CH:15]=[C:16]([CH:19]=[CH:20][C:21]=1[F:22])[CH2:17][NH:18][C:4](=[O:12])[CH2:5][C:6](=[O:11])[C:7]([CH3:8])([CH3:9])[CH3:10].